The task is: Predict which catalyst facilitates the given reaction.. This data is from Catalyst prediction with 721,799 reactions and 888 catalyst types from USPTO. Reactant: [F:1][C:2]1[CH:22]=[CH:21][C:5]([CH2:6][N:7]2[CH:11]=[CH:10][C:9]([C@@H:12]3[CH2:17][N:16]4[CH2:18][CH2:19][CH2:20][C@@H:15]4[CH2:14][NH:13]3)=[N:8]2)=[CH:4][CH:3]=1.[C:23]([O:27][C:28]([NH:30][C@@H:31]([CH:35]1[CH2:40][CH2:39][CH2:38][CH2:37][CH2:36]1)[C:32](O)=[O:33])=[O:29])([CH3:26])([CH3:25])[CH3:24].C(N(C(C)C)C(C)C)C.F[P-](F)(F)(F)(F)F.N1(OC(N(C)C)=[N+](C)C)C2N=CC=CC=2N=N1. Product: [C:23]([O:27][C:28](=[O:29])[NH:30][C@@H:31]([CH:35]1[CH2:36][CH2:37][CH2:38][CH2:39][CH2:40]1)[C:32]([N:13]1[C@H:12]([C:9]2[CH:10]=[CH:11][N:7]([CH2:6][C:5]3[CH:21]=[CH:22][C:2]([F:1])=[CH:3][CH:4]=3)[N:8]=2)[CH2:17][N:16]2[CH2:18][CH2:19][CH2:20][C@@H:15]2[CH2:14]1)=[O:33])([CH3:26])([CH3:24])[CH3:25]. The catalyst class is: 39.